This data is from Reaction yield outcomes from USPTO patents with 853,638 reactions. The task is: Predict the reaction yield, written as a fraction of the theoretical maximum amount of product (1.0 means a 100% yield; for example, 0.34 means a 34% yield). The reactants are [F:1][C:2]1[CH:7]=[CH:6][C:5]([F:8])=[CH:4][C:3]=1[CH:9]([S:20]([C:23]1[CH:28]=[CH:27][C:26]([F:29])=[CH:25][CH:24]=1)(=[O:22])=[O:21])[C:10]1[C:11]([CH3:19])=[CH:12][C:13]([C:16]([OH:18])=O)=[N:14][CH:15]=1.[CH3:30][NH:31][CH2:32][CH3:33].ON1C2C=CC=CC=2N=N1.Cl.C(N=C=NCCCN(C)C)C. The catalyst is C(Cl)Cl. The product is [F:1][C:2]1[CH:7]=[CH:6][C:5]([F:8])=[CH:4][C:3]=1[CH:9]([S:20]([C:23]1[CH:28]=[CH:27][C:26]([F:29])=[CH:25][CH:24]=1)(=[O:22])=[O:21])[C:10]1[C:11]([CH3:19])=[CH:12][C:13]([C:16]([N:31]([CH2:32][CH3:33])[CH3:30])=[O:18])=[N:14][CH:15]=1. The yield is 0.270.